Dataset: Forward reaction prediction with 1.9M reactions from USPTO patents (1976-2016). Task: Predict the product of the given reaction. (1) Given the reactants [F:10][C:9]([F:12])([F:11])[C:8]([F:14])([F:13])[C:7](O[C:7](=[O:15])[C:8]([F:14])([F:13])[C:9]([F:12])([F:11])[F:10])=[O:15].[CH3:20][O:21][C:22]1[CH:66]=[C:65]([O:67][CH3:68])[CH:64]=[C:63]([O:69][CH3:70])[C:23]=1/[CH:24]=[CH:25]/[CH:26]([S:36]([CH:39](/[CH:49]=[CH:50]/[C:51]1[C:56]([O:57][CH3:58])=[CH:55][C:54]([O:59][CH3:60])=[CH:53][C:52]=1[O:61][CH3:62])[C:40]1[CH:45]=[CH:44][C:43]([O:46][CH3:47])=[C:42]([NH2:48])[CH:41]=1)(=[O:38])=[O:37])[C:27]1[CH:32]=[CH:31][C:30]([O:33][CH3:34])=[C:29]([NH2:35])[CH:28]=1, predict the reaction product. The product is: [CH3:70][O:69][C:63]1[CH:64]=[C:65]([O:67][CH3:68])[CH:66]=[C:22]([O:21][CH3:20])[C:23]=1/[CH:24]=[CH:25]/[CH:26]([S:36]([CH:39](/[CH:49]=[CH:50]/[C:51]1[C:52]([O:61][CH3:62])=[CH:53][C:54]([O:59][CH3:60])=[CH:55][C:56]=1[O:57][CH3:58])[C:40]1[CH:45]=[CH:44][C:43]([O:46][CH3:47])=[C:42]([NH:48][C:7](=[O:15])[C:8]([F:13])([F:14])[C:9]([F:10])([F:11])[F:12])[CH:41]=1)(=[O:38])=[O:37])[C:27]1[CH:32]=[CH:31][C:30]([O:33][CH3:34])=[C:29]([NH:35][C:7](=[O:15])[C:8]([F:14])([F:13])[C:9]([F:12])([F:11])[F:10])[CH:28]=1. (2) Given the reactants [CH3:1][O:2][C:3]1[CH:8]=[CH:7][C:6]([C:9]2[CH:18]=[CH:17][C:12]([C:13](OC)=[O:14])=[CH:11][CH:10]=2)=[CH:5][CH:4]=1.[H-].[Al+3].[Li+].[H-].[H-].[H-].O.[OH-].[Na+], predict the reaction product. The product is: [CH3:1][O:2][C:3]1[CH:4]=[CH:5][C:6]([C:9]2[CH:18]=[CH:17][C:12]([CH2:13][OH:14])=[CH:11][CH:10]=2)=[CH:7][CH:8]=1. (3) Given the reactants [CH2:1]=[CH:2][CH2:3][CH2:4][CH2:5][CH2:6][CH2:7]CCC.[CH2:11]([OH:16])/[CH:12]=[CH:13]\[CH2:14]O, predict the reaction product. The product is: [CH2:11]([OH:16])[CH:12]=[CH:13][CH2:14][CH2:1][CH2:2][CH2:3][CH2:4][CH2:5][CH2:6][CH3:7]. (4) Given the reactants [CH3:1][NH:2][C@H:3]([C:9]([OH:11])=[O:10])[CH2:4][CH2:5][C:6]([OH:8])=[O:7].[S:12](=[O:16])(=[O:15])([OH:14])[OH:13], predict the reaction product. The product is: [S:12]([OH:16])([OH:15])(=[O:14])=[O:13].[CH3:1][NH:2][C@H:3]([C:9]([OH:11])=[O:10])[CH2:4][CH2:5][C:6]([OH:8])=[O:7]. (5) Given the reactants [Cl:1][C:2]1[CH:3]=[C:4]([CH:6]=[CH:7][CH:8]=1)[NH2:5].Cl[C:10]([O:12][CH2:13][CH3:14])=[O:11].Cl, predict the reaction product. The product is: [Cl:1][C:2]1[CH:3]=[C:4]([NH:5][C:10](=[O:11])[O:12][CH2:13][CH3:14])[CH:6]=[CH:7][CH:8]=1. (6) The product is: [OH:1][CH:2]([CH2:11][C:12]1[CH:17]=[CH:16][CH:15]=[C:14]([O:18][C:19]2[CH:24]=[CH:23][CH:22]=[CH:21][CH:20]=2)[CH:13]=1)[CH2:3][CH2:4][CH:5]1[NH:9][C:8](=[O:10])[CH2:7][CH2:6]1. Given the reactants [O:1]=[C:2]([CH2:11][C:12]1[CH:17]=[CH:16][CH:15]=[C:14]([O:18][C:19]2[CH:24]=[CH:23][CH:22]=[CH:21][CH:20]=2)[CH:13]=1)[CH2:3][CH2:4][CH:5]1[NH:9][C:8](=[O:10])[CH2:7][CH2:6]1.[BH4-].[Na+], predict the reaction product. (7) Given the reactants [Br:1][C:2]1[CH:3]=[C:4]2[C:9](=[CH:10][CH:11]=1)[NH:8][CH2:7][N:6]1[C:12]3[CH:13]=[CH:14][CH:15]=[CH:16][C:17]=3[CH:18]=[C:5]21.C(N(CC)CC)C.[CH3:26][S:27](Cl)(=[O:29])=[O:28], predict the reaction product. The product is: [Br:1][C:2]1[CH:3]=[C:4]2[C:9](=[CH:10][CH:11]=1)[N:8]([S:27]([CH3:26])(=[O:29])=[O:28])[CH2:7][N:6]1[C:12]3[CH:13]=[CH:14][CH:15]=[CH:16][C:17]=3[CH:18]=[C:5]21.